This data is from Full USPTO retrosynthesis dataset with 1.9M reactions from patents (1976-2016). The task is: Predict the reactants needed to synthesize the given product. Given the product [CH3:6][NH:8][CH2:9][C@@H:10]([C:27]1[CH:36]=[CH:35][C:34]2[C:29](=[CH:30][CH:31]=[CH:32][CH:33]=2)[CH:28]=1)[C@H:11]([C:21]1[CH:26]=[CH:25][CH:24]=[CH:23][CH:22]=1)[O:12][CH2:13][C:14]([OH:16])=[O:15], predict the reactants needed to synthesize it. The reactants are: C(O[C:6]([N:8](C)[CH2:9][C@@H:10]([C:27]1[CH:36]=[CH:35][C:34]2[C:29](=[CH:30][CH:31]=[CH:32][CH:33]=2)[CH:28]=1)[C@H:11]([C:21]1[CH:26]=[CH:25][CH:24]=[CH:23][CH:22]=1)[O:12][CH2:13][C:14]([O:16]C(C)(C)C)=[O:15])=O)(C)(C)C.C(O)(C(F)(F)F)=O.C(Cl)Cl.